From a dataset of Reaction yield outcomes from USPTO patents with 853,638 reactions. Predict the reaction yield, written as a fraction of the theoretical maximum amount of product (1.0 means a 100% yield; for example, 0.34 means a 34% yield). The reactants are C([O:4][CH2:5][C:6]1[C:7]([N:38]2[CH2:50][CH2:49][N:41]3[C:42]4[CH2:43][CH2:44][CH2:45][CH2:46][C:47]=4[CH:48]=[C:40]3[C:39]2=[O:51])=[N:8][CH:9]=[CH:10][C:11]=1[C:12]1[CH:17]=[C:16]([NH:18][C:19]2[CH:24]=[N:23][C:22]([N:25]3[CH2:30][CH2:29][N:28]([CH:31]4[CH2:34][O:33][CH2:32]4)[CH2:27][C@@H:26]3[CH3:35])=[CH:21][N:20]=2)[C:15](=[O:36])[N:14]([CH3:37])[CH:13]=1)(=O)C.[OH-].[Li+]. The catalyst is C(O)(C)C.C1COCC1.O. The product is [OH:4][CH2:5][C:6]1[C:7]([N:38]2[CH2:50][CH2:49][N:41]3[C:42]4[CH2:43][CH2:44][CH2:45][CH2:46][C:47]=4[CH:48]=[C:40]3[C:39]2=[O:51])=[N:8][CH:9]=[CH:10][C:11]=1[C:12]1[CH:17]=[C:16]([NH:18][C:19]2[CH:24]=[N:23][C:22]([N:25]3[CH2:30][CH2:29][N:28]([CH:31]4[CH2:32][O:33][CH2:34]4)[CH2:27][C@@H:26]3[CH3:35])=[CH:21][N:20]=2)[C:15](=[O:36])[N:14]([CH3:37])[CH:13]=1. The yield is 0.210.